Dataset: Full USPTO retrosynthesis dataset with 1.9M reactions from patents (1976-2016). Task: Predict the reactants needed to synthesize the given product. (1) The reactants are: C([Si](C)(C)[O:6][C:7]1[C:8]([F:16])=[C:9]([C:12]([F:15])=[CH:13][CH:14]=1)[CH:10]=[O:11])(C)(C)C.O.O.O.[F-].C([N+](CCCC)(CCCC)CCCC)CCC.O. Given the product [F:16][C:8]1[C:7]([OH:6])=[CH:14][CH:13]=[C:12]([F:15])[C:9]=1[CH:10]=[O:11], predict the reactants needed to synthesize it. (2) Given the product [F:1][C:2]1[CH:21]=[CH:20][CH:19]=[CH:18][C:3]=1[C:4]([NH:6][C:7]1[CH:12]=[CH:11][C:10]([C:13]2[O:14][C:24](=[S:25])[NH:16][N:15]=2)=[C:9]([F:17])[CH:8]=1)=[O:5], predict the reactants needed to synthesize it. The reactants are: [F:1][C:2]1[CH:21]=[CH:20][CH:19]=[CH:18][C:3]=1[C:4]([NH:6][C:7]1[CH:12]=[CH:11][C:10]([C:13]([NH:15][NH2:16])=[O:14])=[C:9]([F:17])[CH:8]=1)=[O:5].[OH-].[K+].[C:24](=S)=[S:25]. (3) The reactants are: [H][H].[NH:3]1[CH2:8][CH2:7][CH2:6][CH2:5][CH:4]1[C:9]1[CH:15]=[CH:14][C:12]([NH2:13])=[CH:11][CH:10]=1.[CH3:16][C:17]([O:20][C:21](O[C:21]([O:20][C:17]([CH3:19])([CH3:18])[CH3:16])=[O:22])=[O:22])([CH3:19])[CH3:18]. Given the product [NH2:13][C:12]1[CH:14]=[CH:15][C:9]([CH:4]2[CH2:5][CH2:6][CH2:7][CH2:8][N:3]2[C:21]([O:20][C:17]([CH3:19])([CH3:18])[CH3:16])=[O:22])=[CH:10][CH:11]=1, predict the reactants needed to synthesize it. (4) The reactants are: [N-:1]=[N+:2]=[N-:3].[Na+].[S:5](Cl)([C:8]1[CH:14]=[CH:13][C:11]([CH3:12])=[CH:10][CH:9]=1)(=[O:7])=[O:6]. Given the product [S:5]([N:1]=[N+:2]=[N-:3])([C:8]1[CH:14]=[CH:13][C:11]([CH3:12])=[CH:10][CH:9]=1)(=[O:7])=[O:6], predict the reactants needed to synthesize it. (5) The reactants are: [Br:1][C:2]1[CH:3]=[C:4]([CH2:10]Br)[C:5]([CH2:8]Br)=[N:6][CH:7]=1.[C:12]([NH2:31])([C:25]1[CH:30]=[CH:29][CH:28]=[CH:27][CH:26]=1)([C:19]1[CH:24]=[CH:23][CH:22]=[CH:21][CH:20]=1)[C:13]1[CH:18]=[CH:17][CH:16]=[CH:15][CH:14]=1.C(N(C(C)C)CC)(C)C. Given the product [Br:1][C:2]1[CH:3]=[C:4]2[CH2:10][N:31]([C:12]([C:13]3[CH:18]=[CH:17][CH:16]=[CH:15][CH:14]=3)([C:25]3[CH:26]=[CH:27][CH:28]=[CH:29][CH:30]=3)[C:19]3[CH:20]=[CH:21][CH:22]=[CH:23][CH:24]=3)[CH2:8][C:5]2=[N:6][CH:7]=1, predict the reactants needed to synthesize it. (6) Given the product [Cl:2][C:3]1[C:4]([OH:32])=[CH:5][C:6]([OH:28])=[C:7]([CH:27]=1)[C:8]([N:10]1[CH2:14][CH2:13][CH2:12][CH:11]1[C:15]1[CH:25]=[CH:24][C:18]([C:19]([NH:21][CH2:22][CH3:23])=[O:20])=[CH:17][C:16]=1[CH3:26])=[O:9], predict the reactants needed to synthesize it. The reactants are: Cl.[Cl:2][C:3]1[C:4]([O:32]COC)=[CH:5][C:6]([O:28]COC)=[C:7]([CH:27]=1)[C:8]([N:10]1[CH2:14][CH2:13][CH2:12][CH:11]1[C:15]1[CH:25]=[CH:24][C:18]([C:19]([NH:21][CH2:22][CH3:23])=[O:20])=[CH:17][C:16]=1[CH3:26])=[O:9].C([O-])(O)=O.[Na+].